From a dataset of Catalyst prediction with 721,799 reactions and 888 catalyst types from USPTO. Predict which catalyst facilitates the given reaction. (1) Reactant: [CH2:1]([O:5][CH2:6][CH2:7][O:8][C:9]1[CH:14]=[CH:13][C:12]([C:15]2[CH:16]=[CH:17][C:18]3[N:24]([CH2:25][CH:26]([CH3:28])[CH3:27])[CH2:23][CH2:22][C:21]([C:29]([NH:31][C:32]4[CH:37]=[CH:36][C:35]([S:38][CH2:39][CH2:40][N:41]5[CH:45]=[CH:44][N:43]=[CH:42]5)=[CH:34][CH:33]=4)=[O:30])=[CH:20][C:19]=3[CH:46]=2)=[CH:11][CH:10]=1)[CH2:2][CH2:3][CH3:4].ClC1C=CC=C(C(OO)=[O:55])C=1.S([O-])([O-])(=O)=S.[Na+].[Na+]. Product: [CH2:1]([O:5][CH2:6][CH2:7][O:8][C:9]1[CH:14]=[CH:13][C:12]([C:15]2[CH:16]=[CH:17][C:18]3[N:24]([CH2:25][CH:26]([CH3:27])[CH3:28])[CH2:23][CH2:22][C:21]([C:29]([NH:31][C:32]4[CH:33]=[CH:34][C:35]([S:38]([CH2:39][CH2:40][N:41]5[CH:45]=[CH:44][N:43]=[CH:42]5)=[O:55])=[CH:36][CH:37]=4)=[O:30])=[CH:20][C:19]=3[CH:46]=2)=[CH:11][CH:10]=1)[CH2:2][CH2:3][CH3:4]. The catalyst class is: 2. (2) Reactant: [C:1]([O:5][C:6]([N:8]1[CH2:12][C@@H:11]([O:13][C:14]2[CH:19]=[CH:18][CH:17]=[CH:16][CH:15]=2)[CH2:10][C@H:9]1[C:20](O)=[O:21])=[O:7])([CH3:4])([CH3:3])[CH3:2].CSC. Product: [C:1]([O:5][C:6]([N:8]1[CH2:12][C@@H:11]([O:13][C:14]2[CH:15]=[CH:16][CH:17]=[CH:18][CH:19]=2)[CH2:10][C@H:9]1[CH2:20][OH:21])=[O:7])([CH3:4])([CH3:3])[CH3:2]. The catalyst class is: 1.